From a dataset of Forward reaction prediction with 1.9M reactions from USPTO patents (1976-2016). Predict the product of the given reaction. Given the reactants C(N1C2C(=CC(C)=CC=2)C(O)([CH2:13][C:14]2[CH:19]=[C:18]([O:20][CH3:21])[C:17](OC)=[C:16]([O:24][CH3:25])[CH:15]=2)C1=O)C.C([O:36][CH:37]1[C:45]2[C:40](=[CH:41][CH:42]=[C:43]([Cl:46])[CH:44]=2)[N:39]([CH2:47][CH2:48][CH2:49][CH3:50])[C:38]1=[O:51])(=O)C1C=CC=CC=1.COC1C=C(C=C(OC)C=1)CBr, predict the reaction product. The product is: [CH2:47]([N:39]1[C:40]2[C:45](=[CH:44][C:43]([Cl:46])=[CH:42][CH:41]=2)[C:37]([CH2:13][C:14]2[CH:15]=[C:16]([O:24][CH3:25])[CH:17]=[C:18]([O:20][CH3:21])[CH:19]=2)([OH:36])[C:38]1=[O:51])[CH2:48][CH2:49][CH3:50].